This data is from Forward reaction prediction with 1.9M reactions from USPTO patents (1976-2016). The task is: Predict the product of the given reaction. Given the reactants Cl.[CH3:2][NH2:3].[F:4][C:5]1[CH:6]=[C:7]([CH:11]=[CH:12][C:13]=1[F:14])[C:8](O)=[O:9], predict the reaction product. The product is: [F:4][C:5]1[CH:6]=[C:7]([CH:11]=[CH:12][C:13]=1[F:14])[C:8]([NH:3][CH3:2])=[O:9].